From a dataset of HIV replication inhibition screening data with 41,000+ compounds from the AIDS Antiviral Screen. Binary Classification. Given a drug SMILES string, predict its activity (active/inactive) in a high-throughput screening assay against a specified biological target. (1) The molecule is Nc1c(O)nc(O)nc1S(=O)(=O)O. The result is 0 (inactive). (2) The compound is Cc1ccnc(NC(=S)Nc2ccc([N+](=O)[O-])cc2)c1. The result is 0 (inactive). (3) The drug is CCOC(=O)C1=C(C)NC(C)=C(C(=O)OCC)C1c1ccc([N+](=O)[O-])s1. The result is 0 (inactive). (4) The molecule is CC1NC(=O)C2Cc3ccc(O)c(c3)Oc3cccc(c3)C(O)C(C(=O)N2C)N(C)C(=O)C(C)NC(=O)C(Cc2ccc(O)c(O)c2)N(C)C(=O)C(C)NC1=O. The result is 0 (inactive). (5) The compound is C=CCCCN1CCCCC1=S. The result is 0 (inactive). (6) The compound is O=c1cc(-c2ccc(O)c(O)c2)oc2cc(OC3OC(CO)C(O)C(O)C3O)cc(O)c12. The result is 0 (inactive). (7) The drug is CC1=CC(C)(C)SC(SSSSC2=NC(C)=CC(C)(C)S2)=N1. The result is 0 (inactive). (8) The compound is COC(=O)Cc1cc(=O)oc2c1C(=O)CCC2. The result is 0 (inactive).